This data is from Reaction yield outcomes from USPTO patents with 853,638 reactions. The task is: Predict the reaction yield, written as a fraction of the theoretical maximum amount of product (1.0 means a 100% yield; for example, 0.34 means a 34% yield). (1) The reactants are Cl[C:2]1[CH:7]=[CH:6][C:5]([N+:8]([O-:10])=[O:9])=[CH:4][N:3]=1.[CH:11]1([C:17]2[CH:22]=[CH:21][C:20]([OH:23])=[CH:19][CH:18]=2)[CH2:16][CH2:15][CH2:14][CH2:13][CH2:12]1.C([O-])([O-])=O.[K+].[K+]. The catalyst is CS(C)=O. The product is [CH:11]1([C:17]2[CH:18]=[CH:19][C:20]([O:23][C:2]3[CH:7]=[CH:6][C:5]([N+:8]([O-:10])=[O:9])=[CH:4][N:3]=3)=[CH:21][CH:22]=2)[CH2:12][CH2:13][CH2:14][CH2:15][CH2:16]1. The yield is 1.00. (2) The reactants are [CH3:1][O:2][C:3]1[CH:11]=[C:7]([C:8]([OH:10])=[O:9])[C:6]([OH:12])=[CH:5][CH:4]=1.S(Cl)(Cl)=O.[CH2:17](O)[CH3:18]. No catalyst specified. The product is [CH2:17]([O:12][C:6]1[C:7](=[CH:11][C:3]([O:2][CH3:1])=[CH:4][CH:5]=1)[C:8]([OH:10])=[O:9])[CH3:18]. The yield is 0.580.